From a dataset of Catalyst prediction with 721,799 reactions and 888 catalyst types from USPTO. Predict which catalyst facilitates the given reaction. (1) Reactant: [CH3:1][O:2][C:3]1[CH:4]=[CH:5][CH:6]=[C:7]2[C:11]=1[NH:10][N:9]=[C:8]2[CH2:12][CH2:13]C(O)=O.C([N:19](CC)CC)C.C1(P(N=[N+]=[N-])(C2C=CC=CC=2)=O)C=CC=CC=1.[C:41](=[O:44])([O-])[OH:42].[Na+].[C:46]1([CH3:52])[CH:51]=CC=C[CH:47]=1. Product: [CH3:1][O:2][C:3]1[CH:4]=[CH:5][CH:6]=[C:7]2[C:11]=1[NH:10][N:9]=[C:8]2[CH2:12][CH2:13][NH:19][C:41](=[O:44])[O:42][C:46]([CH3:52])([CH3:51])[CH3:47]. The catalyst class is: 107. (2) Reactant: [Mg].BrCCBr.[Br:6][C:7]1[CH:14]=[CH:13][C:10]([CH2:11]Br)=[CH:9][CH:8]=1.[O:15]=[C:16]1[CH2:21][CH2:20][N:19]([C:22]([O:24][C:25]([CH3:28])([CH3:27])[CH3:26])=[O:23])[CH2:18][CH2:17]1.[Cl-].[NH4+]. Product: [Br:6][C:7]1[CH:14]=[CH:13][C:10]([CH2:11][C:16]2([OH:15])[CH2:17][CH2:18][N:19]([C:22]([O:24][C:25]([CH3:27])([CH3:26])[CH3:28])=[O:23])[CH2:20][CH2:21]2)=[CH:9][CH:8]=1. The catalyst class is: 27.